This data is from Catalyst prediction with 721,799 reactions and 888 catalyst types from USPTO. The task is: Predict which catalyst facilitates the given reaction. (1) Reactant: [F:1][C:2]([F:11])([F:10])[C:3]1[N:8]=[C:7]([NH2:9])[CH:6]=[CH:5][CH:4]=1.C[Al](C)C.[F:16][C:17]1[CH:22]=[CH:21][C:20]([N:23]2[C:27]([CH3:28])=[C:26]([C:29](OCC)=[O:30])[N:25]=[N:24]2)=[CH:19][CH:18]=1.CO. Product: [F:16][C:17]1[CH:18]=[CH:19][C:20]([N:23]2[C:27]([CH3:28])=[C:26]([C:29]([NH:9][C:7]3[CH:6]=[CH:5][CH:4]=[C:3]([C:2]([F:1])([F:10])[F:11])[N:8]=3)=[O:30])[N:25]=[N:24]2)=[CH:21][CH:22]=1. The catalyst class is: 12. (2) Reactant: [Br:1][C:2]1[CH:3]=[C:4]([C:8]([NH:11]C(=O)CCl)([CH3:10])[CH3:9])[CH:5]=[CH:6][CH:7]=1.NC(N)=S.C(O)(=O)C.O. Product: [Br:1][C:2]1[CH:3]=[C:4]([C:8]([NH2:11])([CH3:9])[CH3:10])[CH:5]=[CH:6][CH:7]=1. The catalyst class is: 8.